Dataset: NCI-60 drug combinations with 297,098 pairs across 59 cell lines. Task: Regression. Given two drug SMILES strings and cell line genomic features, predict the synergy score measuring deviation from expected non-interaction effect. (1) Drug 1: C(=O)(N)NO. Drug 2: COCCOC1=C(C=C2C(=C1)C(=NC=N2)NC3=CC=CC(=C3)C#C)OCCOC.Cl. Cell line: UACC-257. Synergy scores: CSS=2.46, Synergy_ZIP=-0.762, Synergy_Bliss=-2.59, Synergy_Loewe=0.556, Synergy_HSA=-2.07. (2) Drug 2: N.N.Cl[Pt+2]Cl. Cell line: HCC-2998. Drug 1: C1=CN(C=N1)CC(O)(P(=O)(O)O)P(=O)(O)O. Synergy scores: CSS=20.9, Synergy_ZIP=3.83, Synergy_Bliss=2.71, Synergy_Loewe=-2.51, Synergy_HSA=-0.514. (3) Drug 1: CC1=C2C(C(=O)C3(C(CC4C(C3C(C(C2(C)C)(CC1OC(=O)C(C(C5=CC=CC=C5)NC(=O)OC(C)(C)C)O)O)OC(=O)C6=CC=CC=C6)(CO4)OC(=O)C)OC)C)OC. Drug 2: C1=NC2=C(N=C(N=C2N1C3C(C(C(O3)CO)O)F)Cl)N. Cell line: HCT-15. Synergy scores: CSS=64.4, Synergy_ZIP=-2.26, Synergy_Bliss=-1.81, Synergy_Loewe=-10.5, Synergy_HSA=2.34. (4) Drug 1: CC12CCC(CC1=CCC3C2CCC4(C3CC=C4C5=CN=CC=C5)C)O. Drug 2: C1C(C(OC1N2C=NC3=C(N=C(N=C32)Cl)N)CO)O. Cell line: HOP-62. Synergy scores: CSS=-1.98, Synergy_ZIP=2.53, Synergy_Bliss=-4.95, Synergy_Loewe=-13.4, Synergy_HSA=-6.71. (5) Drug 1: C1CCC(CC1)NC(=O)N(CCCl)N=O. Drug 2: CCC1(C2=C(COC1=O)C(=O)N3CC4=CC5=C(C=CC(=C5CN(C)C)O)N=C4C3=C2)O.Cl. Cell line: UACC62. Synergy scores: CSS=38.8, Synergy_ZIP=-12.9, Synergy_Bliss=-1.33, Synergy_Loewe=-0.767, Synergy_HSA=1.50.